Task: Predict the product of the given reaction.. Dataset: Forward reaction prediction with 1.9M reactions from USPTO patents (1976-2016) (1) Given the reactants Br[C:2]1[CH:3]=[C:4]2[C:9](=[CH:10][CH:11]=1)[N:8]=[N:7][CH:6]=[C:5]2[O:12][C:13]([CH3:16])([CH3:15])[CH3:14].[Li]CCCC.[Cl:22][C:23]1[CH:28]=[CH:27][C:26]([C:29]([C:31]2[CH:36]=[CH:35][C:34]([Cl:37])=[CH:33][CH:32]=2)=[O:30])=[CH:25][CH:24]=1, predict the reaction product. The product is: [C:13]([O:12][C:5]1[C:4]2[C:9](=[CH:10][CH:11]=[C:2]([C:29]([C:26]3[CH:27]=[CH:28][C:23]([Cl:22])=[CH:24][CH:25]=3)([C:31]3[CH:32]=[CH:33][C:34]([Cl:37])=[CH:35][CH:36]=3)[OH:30])[CH:3]=2)[N:8]=[N:7][CH:6]=1)([CH3:16])([CH3:15])[CH3:14]. (2) Given the reactants Cl[C:2]1[N:7]=[CH:6][C:5]([O:8][CH:9]2[CH2:14][CH2:13][N:12]([C:15]([O:17][C:18]([CH3:21])([CH3:20])[CH3:19])=[O:16])[CH2:11][CH2:10]2)=[CH:4][CH:3]=1.[CH2:22]([NH:24][C:25]([C:27]1[CH:28]=[C:29]2[C:33](=[CH:34][CH:35]=1)[NH:32][CH:31]=[CH:30]2)=[O:26])[CH3:23], predict the reaction product. The product is: [C:18]([O:17][C:15]([N:12]1[CH2:13][CH2:14][CH:9]([O:8][C:5]2[CH:6]=[N:7][C:2]([N:32]3[C:33]4[C:29](=[CH:28][C:27]([C:25](=[O:26])[NH:24][CH2:22][CH3:23])=[CH:35][CH:34]=4)[CH:30]=[CH:31]3)=[CH:3][CH:4]=2)[CH2:10][CH2:11]1)=[O:16])([CH3:21])([CH3:20])[CH3:19]. (3) Given the reactants N#N.[CH2:3]([O:10][C@@H:11]1[C@H:15]([OH:16])[C@@H:14]([CH2:17][OH:18])[O:13][C@H:12]1[N:19]1[C:28]2[N:27]=[CH:26][N:25]=[C:23]([OH:24])[C:22]=2[N:21]=[CH:20]1)[C:4]1[CH:9]=[CH:8][CH:7]=[CH:6][CH:5]=1.[CH3:29][O:30][C:31]1[CH:52]=[CH:51][C:34]([C:35](Cl)([C:44]2[CH:49]=[CH:48][CH:47]=[CH:46][CH:45]=2)[C:36]2[CH:41]=[CH:40][C:39]([O:42][CH3:43])=[CH:38][CH:37]=2)=[CH:33][CH:32]=1, predict the reaction product. The product is: [CH2:3]([O:10][C@@H:11]1[C@H:15]([OH:16])[C@@H:14]([CH2:17][O:18][C:35]([C:34]2[CH:51]=[CH:52][C:31]([O:30][CH3:29])=[CH:32][CH:33]=2)([C:36]2[CH:41]=[CH:40][C:39]([O:42][CH3:43])=[CH:38][CH:37]=2)[C:44]2[CH:45]=[CH:46][CH:47]=[CH:48][CH:49]=2)[O:13][C@H:12]1[N:19]1[C:28]2[N:27]=[CH:26][N:25]=[C:23]([OH:24])[C:22]=2[N:21]=[CH:20]1)[C:4]1[CH:5]=[CH:6][CH:7]=[CH:8][CH:9]=1. (4) The product is: [F:72][C:69]1[CH:70]=[CH:71][C:66]([C:46]2([CH2:49][N:50]([CH3:1])[CH2:51][C:52]3[C:61]4[C:56](=[CH:57][CH:58]=[CH:59][CH:60]=4)[CH:55]=[C:54]([C:62]#[N:63])[C:53]=3[O:64][CH3:65])[CH2:45][CH2:44][NH:43][CH2:48][CH2:47]2)=[CH:67][CH:68]=1. Given the reactants [C:1](N1CCC(C2C=CC(F)=CC=2)(CNCC2C3C(=CC=CC=3)C=C(C#N)C=2)CC1)(OC(C)(C)C)=O.C([N:43]1[CH2:48][CH2:47][C:46]([C:66]2[CH:71]=[CH:70][C:69]([F:72])=[CH:68][CH:67]=2)([CH2:49][NH:50][CH2:51][C:52]2[C:61]3[C:56](=[CH:57][CH:58]=[CH:59][CH:60]=3)[CH:55]=[C:54]([C:62]#[N:63])[C:53]=2[O:64][CH3:65])[CH2:45][CH2:44]1)(OC(C)(C)C)=O, predict the reaction product.